Dataset: Peptide-MHC class I binding affinity with 185,985 pairs from IEDB/IMGT. Task: Regression. Given a peptide amino acid sequence and an MHC pseudo amino acid sequence, predict their binding affinity value. This is MHC class I binding data. (1) The peptide sequence is TSAICSVVRR. The MHC is Patr-A0401 with pseudo-sequence Patr-A0401. The binding affinity (normalized) is 0.473. (2) The peptide sequence is RVFDKADGK. The MHC is HLA-A03:01 with pseudo-sequence HLA-A03:01. The binding affinity (normalized) is 0.596. (3) The peptide sequence is LVKSAWLSL. The MHC is HLA-B15:01 with pseudo-sequence HLA-B15:01. The binding affinity (normalized) is 0.0847. (4) The peptide sequence is TTIGEWAFW. The MHC is HLA-A68:23 with pseudo-sequence HLA-A68:23. The binding affinity (normalized) is 0.936. (5) The peptide sequence is HSLLYQSHL. The MHC is H-2-Kb with pseudo-sequence H-2-Kb. The binding affinity (normalized) is 0.495. (6) The peptide sequence is SSPSHILTL. The MHC is H-2-Db with pseudo-sequence H-2-Db. The binding affinity (normalized) is 0.626. (7) The peptide sequence is AEFKYIAAV. The MHC is Mamu-A2601 with pseudo-sequence Mamu-A2601. The binding affinity (normalized) is 0. (8) The peptide sequence is DSPATLSAY. The MHC is HLA-A11:01 with pseudo-sequence HLA-A11:01. The binding affinity (normalized) is 0.0847.